This data is from Catalyst prediction with 721,799 reactions and 888 catalyst types from USPTO. The task is: Predict which catalyst facilitates the given reaction. (1) Reactant: C([O:4][C:5]1[CH:6]=[C:7]2[C:12](=[CH:13][C:14]=1[O:15][CH3:16])[N:11]=[CH:10][N:9]=[C:8]2[NH:17][C:18]1[CH:23]=[CH:22][C:21]([Cl:24])=[CH:20][CH:19]=1)(=O)C.[NH4+].[OH-]. Product: [Cl:24][C:21]1[CH:20]=[CH:19][C:18]([NH:17][C:8]2[C:7]3[C:12](=[CH:13][C:14]([O:15][CH3:16])=[C:5]([OH:4])[CH:6]=3)[N:11]=[CH:10][N:9]=2)=[CH:23][CH:22]=1. The catalyst class is: 5. (2) Reactant: C(N(CC)CC)C.[C:19]([O:18][C:16](O[C:16]([O:18][C:19]([CH3:22])([CH3:21])[CH3:20])=[O:17])=[O:17])([CH3:22])([CH3:21])[CH3:20].[CH3:23][NH:24][CH:25]1[CH2:30][CH2:29][N:28]([C:31]2[C:35]3=[N:36][CH:37]=[CH:38][CH:39]=[C:34]3[NH:33][CH:32]=2)[CH2:27][CH2:26]1. Product: [CH3:23][N:24]([CH:25]1[CH2:30][CH2:29][N:28]([C:31]2[C:35]3=[N:36][CH:37]=[CH:38][CH:39]=[C:34]3[NH:33][CH:32]=2)[CH2:27][CH2:26]1)[C:16](=[O:17])[O:18][C:19]([CH3:20])([CH3:21])[CH3:22]. The catalyst class is: 4. (3) Reactant: [Cl:1][C:2]1[CH:3]=[C:4]([CH:21]=[CH:22][C:23]=1[O:24][CH3:25])[CH2:5][NH:6][C:7]1[C:12]([C:13]([O:15]C)=[O:14])=[C:11]([O:17][CH3:18])[N:10]=[C:9]([S:19][CH3:20])[N:8]=1.CSC1N=C(NCC2C=CC(OC)=C(Cl)C=2)C(C(OCC)=O)=CN=1.[OH-].[Na+].C(O)(=O)CC(CC(O)=O)(C(O)=O)O. Product: [Cl:1][C:2]1[CH:3]=[C:4]([CH:21]=[CH:22][C:23]=1[O:24][CH3:25])[CH2:5][NH:6][C:7]1[C:12]([C:13]([OH:15])=[O:14])=[C:11]([O:17][CH3:18])[N:10]=[C:9]([S:19][CH3:20])[N:8]=1. The catalyst class is: 58. (4) Product: [C:24]([O:23][C:21]([N:28]1[CH2:33][CH2:32][N:31]([C:18]2[N:17]=[CH:16][N:15]=[C:14]3[N:10]([S:7]([C:1]4[CH:6]=[CH:5][CH:4]=[CH:3][CH:2]=4)(=[O:9])=[O:8])[N:11]=[C:12]([Br:20])[C:13]=23)[CH2:30][CH2:29]1)=[O:22])([CH3:27])([CH3:25])[CH3:26]. Reactant: [C:1]1([S:7]([N:10]2[C:14]3=[N:15][CH:16]=[N:17][C:18](Cl)=[C:13]3[C:12]([Br:20])=[N:11]2)(=[O:9])=[O:8])[CH:6]=[CH:5][CH:4]=[CH:3][CH:2]=1.[C:21]([N:28]1[CH2:33][CH2:32][NH:31][CH2:30][CH2:29]1)([O:23][C:24]([CH3:27])([CH3:26])[CH3:25])=[O:22].CCN(C(C)C)C(C)C. The catalyst class is: 41. (5) Reactant: C([O-])(=O)C.[NH4+:5].[F:6][C:7]1[C:8]([I:22])=[C:9]([CH3:21])[C:10]2[C:15](=O)[O:14]C(=O)[NH:12][C:11]=2[C:18]=1[O:19][CH3:20]. Product: [NH2:12][C:11]1[C:18]([O:19][CH3:20])=[C:7]([F:6])[C:8]([I:22])=[C:9]([CH3:21])[C:10]=1[C:15]([NH2:5])=[O:14]. The catalyst class is: 9. (6) Reactant: CCCC[N+](CCCC)(CCCC)CCCC.[F-].[Si]([O:26][CH:27]([N:29]1[CH:33]=[C:32]([C:34]2[CH:39]=[CH:38][CH:37]=[CH:36][CH:35]=2)[C:31]([C:40]([N:42]2[CH2:47][CH2:46][N:45]([C:48]3[CH:49]=[C:50]([CH:53]=[CH:54][CH:55]=3)[C:51]#[N:52])[CH2:44][CH2:43]2)=[O:41])=[CH:30]1)[CH3:28])(C(C)(C)C)(C)C.C(OCC)(=O)C. Product: [OH:26][CH:27]([N:29]1[CH:33]=[C:32]([C:34]2[CH:35]=[CH:36][CH:37]=[CH:38][CH:39]=2)[C:31]([C:40]([N:42]2[CH2:47][CH2:46][N:45]([C:48]3[CH:49]=[C:50]([CH:53]=[CH:54][CH:55]=3)[C:51]#[N:52])[CH2:44][CH2:43]2)=[O:41])=[CH:30]1)[CH3:28]. The catalyst class is: 7. (7) Reactant: [Br:1][C:2]1[C:10]2[C:5](=[N:6][CH:7]=[CH:8][CH:9]=2)[NH:4][CH:3]=1.[H-].[Na+].Br[CH2:14][C:15]1[CH:20]=[CH:19][CH:18]=[CH:17][CH:16]=1. Product: [CH2:14]([N:4]1[C:5]2=[N:6][CH:7]=[CH:8][CH:9]=[C:10]2[C:2]([Br:1])=[CH:3]1)[C:15]1[CH:20]=[CH:19][CH:18]=[CH:17][CH:16]=1. The catalyst class is: 9. (8) Reactant: Cl[C:2]1[C:7]([C:8]#[N:9])=[C:6]([C:10]2[CH:15]=[CH:14][C:13]([O:16][CH2:17][CH2:18][OH:19])=[CH:12][CH:11]=2)[C:5]([C:20]#[N:21])=[C:4]([S:22][CH2:23][C:24]2[N:25]=[C:26]([C:29]3[CH:34]=[CH:33][C:32]([Cl:35])=[CH:31][CH:30]=3)[O:27][CH:28]=2)[N:3]=1.[NH:36]1[CH2:40][CH2:39][CH2:38][CH2:37]1.O. Product: [Cl:35][C:32]1[CH:33]=[CH:34][C:29]([C:26]2[O:27][CH:28]=[C:24]([CH2:23][S:22][C:4]3[C:5]([C:20]#[N:21])=[C:6]([C:10]4[CH:15]=[CH:14][C:13]([O:16][CH2:17][CH2:18][OH:19])=[CH:12][CH:11]=4)[C:7]([C:8]#[N:9])=[C:2]([N:36]4[CH2:40][CH2:39][CH2:38][CH2:37]4)[N:3]=3)[N:25]=2)=[CH:30][CH:31]=1. The catalyst class is: 1. (9) Reactant: [NH2:1][C:2]1[C:3]2[N:4]([C:8]([CH:21]3[CH2:24][CH2:23][CH2:22]3)=[N:9][C:10]=2[C:11]([NH:13][C:14]2[CH:19]=[CH:18][CH:17]=[CH:16][C:15]=2[NH2:20])=O)[CH:5]=[CH:6][N:7]=1. Product: [NH:13]1[C:14]2[CH:19]=[CH:18][CH:17]=[CH:16][C:15]=2[N:20]=[C:11]1[C:10]1[N:9]=[C:8]([CH:21]2[CH2:24][CH2:23][CH2:22]2)[N:4]2[CH:5]=[CH:6][N:7]=[C:2]([NH2:1])[C:3]=12. The catalyst class is: 15. (10) Reactant: [C:1]1([C:7](=[C:15]2[CH2:20][C:19]([CH3:22])([CH3:21])[CH2:18][C:17]([CH3:24])([CH3:23])[CH2:16]2)[C:8]2[CH:13]=[CH:12][C:11]([OH:14])=[CH:10][CH:9]=2)[CH:6]=[CH:5][CH:4]=[CH:3][CH:2]=1.C([O-])([O-])=O.[K+].[K+].[CH2:31]([O:33][C:34](=[O:37])[CH2:35]Br)[CH3:32]. Product: [C:1]1([C:7](=[C:15]2[CH2:16][C:17]([CH3:24])([CH3:23])[CH2:18][C:19]([CH3:22])([CH3:21])[CH2:20]2)[C:8]2[CH:9]=[CH:10][C:11]([O:14][CH2:35][C:34]([O:33][CH2:31][CH3:32])=[O:37])=[CH:12][CH:13]=2)[CH:2]=[CH:3][CH:4]=[CH:5][CH:6]=1. The catalyst class is: 21.